From a dataset of Full USPTO retrosynthesis dataset with 1.9M reactions from patents (1976-2016). Predict the reactants needed to synthesize the given product. Given the product [ClH:12].[NH2:14][C@@H:5]([C:6]1[CH:11]=[CH:10][C:9]([Cl:12])=[C:8]([Cl:13])[CH:7]=1)[CH2:4][CH2:3][C:1]#[N:2], predict the reactants needed to synthesize it. The reactants are: [C:1]([CH2:3][CH2:4][C@@H:5]([NH:14]C(=O)OC(C)(C)C)[C:6]1[CH:11]=[CH:10][C:9]([Cl:12])=[C:8]([Cl:13])[CH:7]=1)#[N:2].Cl.